Dataset: Full USPTO retrosynthesis dataset with 1.9M reactions from patents (1976-2016). Task: Predict the reactants needed to synthesize the given product. (1) Given the product [F:1][C:2]1[CH:3]=[C:4]([CH2:9][C:10]([NH:12][C@H:13]([C:17]([O:19][CH3:20])=[O:18])[CH2:14][CH2:15][S:27][CH3:26])=[O:11])[CH:5]=[C:6]([F:8])[CH:7]=1, predict the reactants needed to synthesize it. The reactants are: [F:1][C:2]1[CH:3]=[C:4]([CH2:9][C:10]([NH:12][C@H:13]([C:17]([O:19][CH3:20])=[O:18])[CH:14](C)[CH3:15])=[O:11])[CH:5]=[C:6]([F:8])[CH:7]=1.Cl.CN[C@H](C(O)=O)C[CH2:26][S:27]C. (2) Given the product [OH:21][C@@H:13]([CH2:12][O:11][C:8]1[CH:9]=[CH:10][C:4]2[S:3][C:2]([CH3:1])=[N:6][C:5]=2[CH:7]=1)[CH2:14][N:15]1[CH2:16][CH2:17][N:18]([CH2:23][C:24]([NH:26][C:27]2[CH:28]=[CH:29][C:30]3[S:34][C:33]([CH3:35])=[N:32][C:31]=3[CH:36]=2)=[O:25])[CH2:19][CH2:20]1, predict the reactants needed to synthesize it. The reactants are: [CH3:1][C:2]1[S:3][C:4]2[CH:10]=[CH:9][C:8]([O:11][CH2:12][C@H:13]([OH:21])[CH2:14][N:15]3[CH2:20][CH2:19][NH:18][CH2:17][CH2:16]3)=[CH:7][C:5]=2[N:6]=1.Cl[CH2:23][C:24]([NH:26][C:27]1[CH:28]=[CH:29][C:30]2[S:34][C:33]([CH3:35])=[N:32][C:31]=2[CH:36]=1)=[O:25]. (3) Given the product [C:22]([O:21][C:19]([NH:12][CH:13]([CH2:14][O:15][Si:26]([C:39]([CH3:42])([CH3:41])[CH3:40])([C:33]1[CH:34]=[CH:35][CH:36]=[CH:37][CH:38]=1)[C:27]1[CH:32]=[CH:31][CH:30]=[CH:29][CH:28]=1)[CH2:16][OH:18])=[O:20])([CH3:23])([CH3:24])[CH3:25], predict the reactants needed to synthesize it. The reactants are: N1C=CN=C1.CN(C)C=O.C[N:12]([C:19]([O:21][C:22]([CH3:25])([CH3:24])[CH3:23])=[O:20])[C@H:13]([C:16]([OH:18])=O)[CH2:14][OH:15].[Si:26](Cl)([C:39]([CH3:42])([CH3:41])[CH3:40])([C:33]1[CH:38]=[CH:37][CH:36]=[CH:35][CH:34]=1)[C:27]1[CH:32]=[CH:31][CH:30]=[CH:29][CH:28]=1. (4) Given the product [CH3:17][N:18]([CH3:22])[C:19](=[O:20])[O:14][CH:11]1[CH2:10][CH2:9][N:8]([C:5]2[CH:6]=[CH:7][C:2]([Br:1])=[CH:3][CH:4]=2)[CH2:13][CH2:12]1, predict the reactants needed to synthesize it. The reactants are: [Br:1][C:2]1[CH:7]=[CH:6][C:5]([N:8]2[CH2:13][CH2:12][CH:11]([OH:14])[CH2:10][CH2:9]2)=[CH:4][CH:3]=1.[H-].[Na+].[CH3:17][N:18]([CH3:22])[C:19](Cl)=[O:20]. (5) Given the product [C:19]([C:18]1[C:17]([N+:14]([O-:16])=[O:15])=[CH:24][CH:23]=[CH:22][C:21]=1[O:1][CH2:2][C:3]([CH3:10])([CH3:11])[C:4]([NH:6][CH2:7][CH2:8][CH3:9])=[O:5])#[N:20], predict the reactants needed to synthesize it. The reactants are: [OH:1][CH2:2][C:3]([CH3:11])([CH3:10])[C:4]([NH:6][CH2:7][CH2:8][CH3:9])=[O:5].[H-].[Na+].[N+:14]([C:17]1[CH:24]=[CH:23][CH:22]=[C:21]([N+]([O-])=O)[C:18]=1[C:19]#[N:20])([O-:16])=[O:15].